Predict the reaction yield, written as a fraction of the theoretical maximum amount of product (1.0 means a 100% yield; for example, 0.34 means a 34% yield). From a dataset of Reaction yield outcomes from USPTO patents with 853,638 reactions. The reactants are O=P(Cl)(Cl)Cl.[CH3:6][O:7][C:8]1[CH:13]=[CH:12][C:11]([O:14][CH3:15])=[CH:10][C:9]=1[OH:16].CN([CH:20]=[O:21])C.[OH-].[Na+].OS([O-])(=O)=O.[Na+]. The catalyst is O.CCOCC. The product is [OH:16][C:9]1[C:8]([O:7][CH3:6])=[CH:13][C:12]([CH:20]=[O:21])=[C:11]([O:14][CH3:15])[CH:10]=1. The yield is 0.100.